This data is from Full USPTO retrosynthesis dataset with 1.9M reactions from patents (1976-2016). The task is: Predict the reactants needed to synthesize the given product. Given the product [NH2:17][CH2:16][CH2:15][C:12]1[CH:13]=[CH:14][C:9]([OH:8])=[CH:10][C:11]=1[O:18][CH2:19][O:20][CH3:21], predict the reactants needed to synthesize it. The reactants are: C([O:8][C:9]1[CH:14]=[CH:13][C:12]([CH2:15][CH2:16][NH2:17])=[C:11]([O:18][CH2:19][O:20][CH3:21])[CH:10]=1)C1C=CC=CC=1.